From a dataset of Reaction yield outcomes from USPTO patents with 853,638 reactions. Predict the reaction yield, written as a fraction of the theoretical maximum amount of product (1.0 means a 100% yield; for example, 0.34 means a 34% yield). (1) The reactants are [OH:1][C@:2]1([C:30]([F:36])([F:35])[C:31]([F:34])([F:33])[F:32])[C@:18]2([CH3:19])[C@H:5]([C@H:6]3[C:15]([C@@H:16]([C:20]4[CH:25]=[CH:24][C:23]([CH:26]([OH:28])[CH3:27])=[CH:22][CH:21]=4)[CH2:17]2)=[C:14]2[C:9](=[CH:10][C:11](=[O:29])[CH2:12][CH2:13]2)[CH2:8][CH2:7]3)[CH2:4][CH2:3]1.[CH3:37][C:38]([CH3:44])([CH3:43])[CH2:39][C:40](Cl)=[O:41]. No catalyst specified. The product is [OH:1][C@:2]1([C:30]([F:35])([F:36])[C:31]([F:32])([F:33])[F:34])[C@:18]2([CH3:19])[C@H:5]([C@H:6]3[C:15]([C@@H:16]([C:20]4[CH:21]=[CH:22][C:23]([CH:26]([O:28][C:40](=[O:41])[CH2:39][C:38]([CH3:44])([CH3:43])[CH3:37])[CH3:27])=[CH:24][CH:25]=4)[CH2:17]2)=[C:14]2[C:9](=[CH:10][C:11](=[O:29])[CH2:12][CH2:13]2)[CH2:8][CH2:7]3)[CH2:4][CH2:3]1. The yield is 0.630. (2) The reactants are [CH3:1][S:2][C:3]1[N:8]=[C:7]([C:9]([OH:11])=O)[CH:6]=[CH:5][N:4]=1.C(Cl)(=O)C([Cl:15])=O. The catalyst is C(Cl)Cl.CN(C=O)C. The product is [CH3:1][S:2][C:3]1[N:8]=[C:7]([C:9]([Cl:15])=[O:11])[CH:6]=[CH:5][N:4]=1. The yield is 0.950.